This data is from Reaction yield outcomes from USPTO patents with 853,638 reactions. The task is: Predict the reaction yield, written as a fraction of the theoretical maximum amount of product (1.0 means a 100% yield; for example, 0.34 means a 34% yield). (1) The reactants are Cl[C:2]1[CH:7]=[CH:6][N:5]=[C:4]2[CH:8]=[C:9]([C:11]([N:13]3[CH2:17][CH2:16][CH2:15][C@H:14]3[CH2:18][O:19][CH3:20])=[O:12])[S:10][C:3]=12.[CH3:21][NH:22][C:23]([C:25]1[C:26]2[CH:34]=[CH:33][C:32]([OH:35])=[CH:31][C:27]=2[S:28][C:29]=1[CH3:30])=[O:24].C([O-])([O-])=O.[Cs+].[Cs+]. The yield is 0.730. No catalyst specified. The product is [CH3:21][NH:22][C:23]([C:25]1[C:26]2[CH:34]=[CH:33][C:32]([O:35][C:2]3[CH:7]=[CH:6][N:5]=[C:4]4[CH:8]=[C:9]([C:11]([N:13]5[CH2:17][CH2:16][CH2:15][C@H:14]5[CH2:18][O:19][CH3:20])=[O:12])[S:10][C:3]=34)=[CH:31][C:27]=2[S:28][C:29]=1[CH3:30])=[O:24]. (2) The reactants are [Cl:1][C:2]1[N:11]=[C:10](Cl)[C:9]2[C:4](=[CH:5][CH:6]=[CH:7][C:8]=2[CH3:13])[N:3]=1.[CH3:14][NH:15][C@H:16]1[CH2:20][CH2:19][NH:18][CH2:17]1. No catalyst specified. The product is [Cl:1][C:2]1[N:11]=[C:10]([N:18]2[CH2:19][CH2:20][C@H:16]([NH:15][CH3:14])[CH2:17]2)[C:9]2[C:4](=[CH:5][CH:6]=[CH:7][C:8]=2[CH3:13])[N:3]=1. The yield is 0.510. (3) The reactants are [CH2:1]([O:8][C:9](=[O:31])[C@@H:10]([NH:15][C:16](=[O:30])[C@@H:17]([NH:22][C:23](OC(C)(C)C)=[O:24])[C:18]([CH3:21])([CH3:20])[CH3:19])[CH2:11][CH:12]([CH3:14])[CH3:13])[C:2]1[CH:7]=[CH:6][CH:5]=[CH:4][CH:3]=1.FC(F)(F)C(O)=O.C(N(CC)C(C)C)(C)C.[C:48]([O:52][C:53]([NH:55][C@@H:56]([CH2:60][C:61]1[CH:66]=[CH:65][CH:64]=[CH:63][C:62]=1[CH3:67])C(O)=O)=[O:54])([CH3:51])([CH3:50])[CH3:49].CN(C(ON1N=NC2C=CC=NC1=2)=[N+](C)C)C.F[P-](F)(F)(F)(F)F. The catalyst is C(Cl)Cl. The product is [CH2:1]([O:8][C:9](=[O:31])[C@@H:10]([NH:15][C:16](=[O:30])[C@@H:17]([NH:22][C:23](=[O:24])[C@@H:56]([NH:55][C:53]([O:52][C:48]([CH3:51])([CH3:50])[CH3:49])=[O:54])[CH2:60][C:61]1[CH:66]=[CH:65][CH:64]=[CH:63][C:62]=1[CH3:67])[C:18]([CH3:21])([CH3:19])[CH3:20])[CH2:11][CH:12]([CH3:14])[CH3:13])[C:2]1[CH:7]=[CH:6][CH:5]=[CH:4][CH:3]=1. The yield is 0.770. (4) The reactants are [Br:1][C:2]1[CH:3]=[C:4]([C:10](=[O:12])[CH3:11])[C:5]([O:8]C)=[N:6][CH:7]=1.[Br:13]Br. The catalyst is Br. The product is [Br:13][CH2:11][C:10]([C:4]1[C:5]([OH:8])=[N:6][CH:7]=[C:2]([Br:1])[CH:3]=1)=[O:12]. The yield is 0.740. (5) The catalyst is CN(C=O)C. The product is [F:23][C:21]1[CH:22]=[C:17]([CH:16]2[NH:35][C:33]([O:32][CH3:31])=[N:34][C:1]([CH2:2][CH3:3])=[C:5]2[C:6]([O:8][CH2:9][C:10]2[CH:11]=[CH:12][CH:13]=[CH:14][CH:15]=2)=[O:7])[CH:18]=[CH:19][C:20]=1[F:24]. The reactants are [C:1]([C:5](=[CH:16][C:17]1[CH:22]=[C:21]([F:23])[C:20]([F:24])=[C:19](F)[CH:18]=1)[C:6]([O:8][CH2:9][C:10]1[CH:15]=[CH:14][CH:13]=[CH:12][CH:11]=1)=[O:7])(=O)[CH2:2][CH3:3].S(O)(O)(=O)=O.[CH3:31][O:32][C:33](=[NH:35])[NH2:34].C([O-])(O)=O.[Na+]. The yield is 0.580. (6) The yield is 0.880. The product is [CH:1]1([CH:7]([NH:18][C:19]2[CH:20]=[CH:21][C:22]([C:25]([NH:27][CH2:28][CH2:29][C:30]([OH:32])=[O:31])=[O:26])=[CH:23][CH:24]=2)[C:8]2[O:16][C:15]3[C:10](=[N:11][CH:12]=[CH:13][CH:14]=3)[C:9]=2[CH3:17])[CH2:6][CH2:5][CH2:4][CH2:3][CH2:2]1. The catalyst is C(O)C. The reactants are [CH:1]1([CH:7]([NH:18][C:19]2[CH:24]=[CH:23][C:22]([C:25]([NH:27][CH2:28][CH2:29][C:30]([O:32]CC)=[O:31])=[O:26])=[CH:21][CH:20]=2)[C:8]2[O:16][C:15]3[C:10](=[N:11][CH:12]=[CH:13][CH:14]=3)[C:9]=2[CH3:17])[CH2:6][CH2:5][CH2:4][CH2:3][CH2:2]1.O1CCCC1.[OH-].[Na+]. (7) The reactants are [NH2:1][C@@H:2]1[C@@H:8]([O:9][CH2:10][C:11]2[CH:16]=[CH:15][C:14]([O:17][CH3:18])=[CH:13][CH:12]=2)[C@H:7]([O:19][CH2:20][C:21]2[CH:26]=[CH:25][C:24]([O:27][CH3:28])=[CH:23][CH:22]=2)[C@@H:6]([CH2:29][O:30][CH2:31][C:32]2[CH:37]=[CH:36][C:35]([O:38][CH3:39])=[CH:34][CH:33]=2)[O:5][CH:3]1[OH:4].C(N(C(C)C)CC)(C)C.[F:49][C:50]([F:55])([F:54])[C:51](O)=[O:52].C(=O)([O-])O.[Na+]. The catalyst is C(Cl)(Cl)Cl.C(OCC)(=O)C. The product is [CH3:18][O:17][C:14]1[CH:15]=[CH:16][C:11]([CH2:10][O:9][C@H:8]2[C@H:7]([O:19][CH2:20][C:21]3[CH:26]=[CH:25][C:24]([O:27][CH3:28])=[CH:23][CH:22]=3)[C@@H:6]([CH2:29][O:30][CH2:31][C:32]3[CH:33]=[CH:34][C:35]([O:38][CH3:39])=[CH:36][CH:37]=3)[O:5][CH:3]([OH:4])[C@@H:2]2[NH:1][C:51](=[O:52])[C:50]([F:55])([F:54])[F:49])=[CH:12][CH:13]=1. The yield is 0.770. (8) The reactants are [Br:1][C:2]1[N:7]2[N:8]=[CH:9][N:10]=[C:6]2[C:5](Br)=[N:4][CH:3]=1.[O:12]1[CH2:17][CH2:16][N:15]([CH2:18][C:19]2[N:20]=[C:21]([NH2:24])[S:22][CH:23]=2)[CH2:14][CH2:13]1.CC(C)([O-])C.[Na+].CC1(C)C2C(=C(P(C3C=CC=CC=3)C3C=CC=CC=3)C=CC=2)OC2C(P(C3C=CC=CC=3)C3C=CC=CC=3)=CC=CC1=2. The catalyst is C1(C)C=CC=CC=1.C(=CC(C=CC1C=CC=CC=1)=O)C1C=CC=CC=1.[Pd]. The product is [Br:1][C:2]1[N:7]2[N:8]=[CH:9][N:10]=[C:6]2[C:5]([NH:24][C:21]2[S:22][CH:23]=[C:19]([CH2:18][N:15]3[CH2:16][CH2:17][O:12][CH2:13][CH2:14]3)[N:20]=2)=[N:4][CH:3]=1. The yield is 0.270.